This data is from Full USPTO retrosynthesis dataset with 1.9M reactions from patents (1976-2016). The task is: Predict the reactants needed to synthesize the given product. (1) Given the product [Br:24][C:20]1[N:19]=[C:18]([CH2:17][N:8]2[C:9]3[C:14](=[CH:13][CH:12]=[CH:11][N:10]=3)[C:15](=[O:16])[C:6]([C:4](=[O:5])[C:31]3[CH:30]=[CH:29][C:28]([O:27][CH3:26])=[C:33]([O:34][CH3:35])[CH:32]=3)=[CH:7]2)[CH:23]=[CH:22][CH:21]=1, predict the reactants needed to synthesize it. The reactants are: CON(C)[C:4]([C:6]1[C:15](=[O:16])[C:14]2[C:9](=[N:10][CH:11]=[CH:12][CH:13]=2)[N:8]([CH2:17][C:18]2[CH:23]=[CH:22][CH:21]=[C:20]([Br:24])[N:19]=2)[CH:7]=1)=[O:5].[CH3:26][O:27][C:28]1[CH:29]=[C:30]([Mg]Br)[CH:31]=[CH:32][C:33]=1[O:34][CH3:35]. (2) Given the product [CH3:5][C:2]([C:6]1[CH:11]=[CH:10][C:9]([NH2:12])=[C:8]([N+:16]([O-:18])=[O:17])[CH:7]=1)([CH3:1])[CH2:3][CH3:4], predict the reactants needed to synthesize it. The reactants are: [CH3:1][C:2]([C:6]1[CH:11]=[CH:10][C:9]([NH:12]C(=O)C)=[C:8]([N+:16]([O-:18])=[O:17])[CH:7]=1)([CH3:5])[CH2:3][CH3:4].O.[OH-].[Na+]. (3) Given the product [Cl:17][C:13]1[CH:12]=[C:11]2[C:16](=[CH:15][CH:14]=1)[N:8]([CH2:7][C:6]([OH:29])=[O:5])[CH:9]=[C:10]2[CH:18]1[C:22]2[CH:23]=[CH:24][CH:25]=[CH:26][C:21]=2[S:20](=[O:28])(=[O:27])[NH:19]1, predict the reactants needed to synthesize it. The reactants are: C([O:5][C:6](=[O:29])[CH2:7][N:8]1[C:16]2[C:11](=[CH:12][C:13]([Cl:17])=[CH:14][CH:15]=2)[C:10]([CH:18]2[C:22]3[CH:23]=[CH:24][CH:25]=[CH:26][C:21]=3[S:20](=[O:28])(=[O:27])[NH:19]2)=[CH:9]1)(C)(C)C.[OH-].[Na+]. (4) Given the product [CH3:29][O:28][C:11]1[CH:12]=[C:13]2[O:17][C:16]([C:18]3[N:19]=[C:20]4[N:24]([CH:25]=3)[N:23]=[C:22]([O:26][CH3:27])[S:21]4)=[CH:15][C:14]2=[C:9]([OH:8])[CH:10]=1, predict the reactants needed to synthesize it. The reactants are: C([O:8][C:9]1[C:14]2[CH:15]=[C:16]([C:18]3[N:19]=[C:20]4[N:24]([CH:25]=3)[N:23]=[C:22]([O:26][CH3:27])[S:21]4)[O:17][C:13]=2[CH:12]=[C:11]([O:28][CH3:29])[CH:10]=1)C1C=CC=CC=1.CC1C(C)=C(C)C(C)=C(C)C=1. (5) Given the product [CH3:31][N:22]1[C:23]2[C:28](=[CH:27][N:26]=[C:25]([CH3:30])[CH:24]=2)[CH:29]=[C:20]([C:18]2[CH:19]=[C:14]([NH:13][C:10]([NH:9][C:6]([CH:1]3[CH2:5][CH2:4][CH2:3][CH2:2]3)=[O:7])=[S:11])[CH:15]=[CH:16][C:17]=2[CH3:33])[C:21]1=[O:32], predict the reactants needed to synthesize it. The reactants are: [CH:1]1([C:6](Cl)=[O:7])[CH2:5][CH2:4][CH2:3][CH2:2]1.[N-:9]=[C:10]=[S:11].[NH4+].[NH2:13][C:14]1[CH:15]=[CH:16][C:17]([CH3:33])=[C:18]([C:20]2[C:21](=[O:32])[N:22]([CH3:31])[C:23]3[C:28]([CH:29]=2)=[CH:27][N:26]=[C:25]([CH3:30])[CH:24]=3)[CH:19]=1. (6) Given the product [ClH:1].[CH3:2][O:3][C:4]1[CH:5]=[CH:6][C:7]([N:10]2[C:14]([C:15]3[CH:31]=[CH:30][C:18]([O:19][CH2:20][CH2:21][NH2:22])=[CH:17][CH:16]=3)=[CH:13][C:12]([C:32]([F:35])([F:33])[F:34])=[N:11]2)=[CH:8][CH:9]=1, predict the reactants needed to synthesize it. The reactants are: [ClH:1].[CH3:2][O:3][C:4]1[CH:9]=[CH:8][C:7]([N:10]2[C:14]([C:15]3[CH:31]=[CH:30][C:18]([O:19][CH2:20][CH2:21][NH:22]C(=O)OC(C)(C)C)=[CH:17][CH:16]=3)=[CH:13][C:12]([C:32]([F:35])([F:34])[F:33])=[N:11]2)=[CH:6][CH:5]=1. (7) Given the product [OH:39][N:37]1[C:32]2[CH:33]=[CH:34][CH:35]=[CH:36][C:31]=2[C:12]2[C:11]([C:9]#[N:10])=[C:16]([S:17][CH3:40])[N:15]=[C:14]([C:18]3[CH:23]=[CH:22][C:21]([O:24][CH3:25])=[CH:20][CH:19]=3)[C:13]=2[C:26]1=[O:28], predict the reactants needed to synthesize it. The reactants are: O.O.[Sn](Cl)(Cl)(Cl)Cl.Cl.[C:9]([C:11]1[C:16](=[S:17])[NH:15][C:14]([C:18]2[CH:23]=[CH:22][C:21]([O:24][CH3:25])=[CH:20][CH:19]=2)=[C:13]([C:26]([O:28]CC)=O)[C:12]=1[C:31]1[CH:36]=[CH:35][CH:34]=[CH:33][C:32]=1[N+:37]([O-:39])=O)#[N:10].[CH2:40](O)C.